From a dataset of Catalyst prediction with 721,799 reactions and 888 catalyst types from USPTO. Predict which catalyst facilitates the given reaction. (1) Reactant: C[O-].[Na+].[CH3:4][S:5][C:6]1[CH:11]=[CH:10][C:9]([CH2:12][CH2:13][C:14]([O:16]C)=O)=[CH:8][CH:7]=1.[C:19]([O:21][CH2:22][CH3:23])(=[O:20])[C:19]([O:21][CH2:22][CH3:23])=[O:20].OS(O)(=O)=O. Product: [CH3:4][S:5][C:6]1[CH:7]=[CH:8][C:9]([CH2:12][CH2:13][C:14](=[O:16])[C:19]([O:21][CH2:22][CH3:23])=[O:20])=[CH:10][CH:11]=1. The catalyst class is: 5. (2) Reactant: [N-:1]=[N+]=[N-].[Na+].Cl[CH2:6][CH2:7][CH2:8]/[C:9](/[C:25]1O[C:27]([C:30]2[CH:35]=[CH:34][C:33]([F:36])=[CH:32][CH:31]=2)=[N:28][N:29]=1)=[CH:10]\[C:11]1[CH:16]=[CH:15][C:14]([N:17]2[CH:21]=[C:20]([CH3:22])[N:19]=[CH:18]2)=[C:13]([O:23][CH3:24])[CH:12]=1.C(OCC)(=O)C.C(=O)(O)[O-].[Na+]. Product: [F:36][C:33]1[CH:34]=[CH:35][C:30]([C:27]2[N:1]3[CH2:6][CH2:7][CH2:8]/[C:9](=[CH:10]\[C:11]4[CH:16]=[CH:15][C:14]([N:17]5[CH:21]=[C:20]([CH3:22])[N:19]=[CH:18]5)=[C:13]([O:23][CH3:24])[CH:12]=4)/[C:25]3=[N:29][N:28]=2)=[CH:31][CH:32]=1. The catalyst class is: 16. (3) Reactant: [CH2:1]1[NH:6][CH2:5][CH2:4][N:3]2[CH2:7][C@@H:8]([NH:10][S:11]([C:14]3[CH:19]=[CH:18][CH:17]=[C:16]([C:20]([F:23])([F:22])[F:21])[CH:15]=3)(=[O:13])=[O:12])[CH2:9][C@@H:2]12.[CH2:24]([CH:26]([CH2:29][CH3:30])[CH:27]=O)[CH3:25].C(O)(=O)C.C([BH3-])#N. Product: [CH2:24]([CH:26]([CH2:29][CH3:30])[CH2:27][N:6]1[CH2:5][CH2:4][N:3]2[CH2:7][C@@H:8]([NH:10][S:11]([C:14]3[CH:19]=[CH:18][CH:17]=[C:16]([C:20]([F:23])([F:21])[F:22])[CH:15]=3)(=[O:13])=[O:12])[CH2:9][C@H:2]2[CH2:1]1)[CH3:25]. The catalyst class is: 5. (4) The catalyst class is: 2. Product: [CH3:19][CH:17]([NH:16][C:15]1[C:10]([C:8]#[N:9])=[CH:11][C:12]([C:20]2[O:24][N:23]=[C:22]([C:25]3[CH:42]=[CH:41][C:28]4[CH2:29][CH2:30][NH:31][CH2:32][CH2:33][C:27]=4[CH:26]=3)[N:21]=2)=[CH:13][N:14]=1)[CH3:18]. Reactant: FC(F)(F)C(O)=O.[C:8]([C:10]1[CH:11]=[C:12]([C:20]2[O:24][N:23]=[C:22]([C:25]3[CH:42]=[CH:41][C:28]4[CH2:29][CH2:30][N:31](C(OC(C)(C)C)=O)[CH2:32][CH2:33][C:27]=4[CH:26]=3)[N:21]=2)[CH:13]=[N:14][C:15]=1[NH:16][CH:17]([CH3:19])[CH3:18])#[N:9]. (5) Reactant: C(OC([N:8]1[CH2:12][CH2:11][C@H:10]([O:13][C:14]2[CH:15]=[CH:16][C:17]3[O:22][CH2:21][CH2:20][N:19]([C:23]4[CH:24]=[N:25][C:26]([O:30][CH3:31])=[C:27]([CH3:29])[CH:28]=4)[C:18]=3[C:32]=2[F:33])[CH2:9]1)=O)(C)(C)C.Cl.O1CCOCC1. Product: [F:33][C:32]1[C:18]2[N:19]([C:23]3[CH:24]=[N:25][C:26]([O:30][CH3:31])=[C:27]([CH3:29])[CH:28]=3)[CH2:20][CH2:21][O:22][C:17]=2[CH:16]=[CH:15][C:14]=1[O:13][C@H:10]1[CH2:11][CH2:12][NH:8][CH2:9]1. The catalyst class is: 2. (6) Reactant: [CH3:1][O:2][C:3](=[O:27])[CH2:4][N:5]1[C:13]2[C:8](=[CH:9][C:10]([F:14])=[CH:11][CH:12]=2)[C:7]([CH2:15][C:16]2[CH:21]=[CH:20][CH:19]=[CH:18][C:17]=2[S:22](O)(=[O:24])=[O:23])=[C:6]1[CH3:26].[Cl:28]CCl.P(Cl)(Cl)(Cl)(Cl)Cl. Product: [CH3:1][O:2][C:3](=[O:27])[CH2:4][N:5]1[C:13]2[C:8](=[CH:9][C:10]([F:14])=[CH:11][CH:12]=2)[C:7]([CH2:15][C:16]2[CH:21]=[CH:20][CH:19]=[CH:18][C:17]=2[S:22]([Cl:28])(=[O:24])=[O:23])=[C:6]1[CH3:26]. The catalyst class is: 9.